Dataset: Acute oral toxicity (LD50) regression data from Zhu et al.. Task: Regression/Classification. Given a drug SMILES string, predict its toxicity properties. Task type varies by dataset: regression for continuous values (e.g., LD50, hERG inhibition percentage) or binary classification for toxic/non-toxic outcomes (e.g., AMES mutagenicity, cardiotoxicity, hepatotoxicity). Dataset: ld50_zhu. (1) The compound is C=COCC. The rat oral LD50 is 1.07, given as -log10 of the dose in mol/kg body weight (higher means more acutely toxic). (2) The molecule is CCOP(=O)(OCC)SC(Cl)C(Cl)Cl. The rat oral LD50 is 5.08, given as -log10 of the dose in mol/kg body weight (higher means more acutely toxic). (3) The compound is COC(=O)c1c(C(F)F)nc(C(F)(F)F)c(C(=O)OC)c1CC(C)C. The rat oral LD50 is 2.42, given as -log10 of the dose in mol/kg body weight (higher means more acutely toxic). (4) The compound is CNC(=O)ON=C(CSC)C(C)(C)C. The rat oral LD50 is 4.41, given as -log10 of the dose in mol/kg body weight (higher means more acutely toxic). (5) The drug is COP(=S)(OC)SCC(=O)N(C)C=O. The rat oral LD50 is 3.01, given as -log10 of the dose in mol/kg body weight (higher means more acutely toxic). (6) The compound is O=[N+]([O-])N1CN([N+](=O)[O-])CN([N+](=O)[O-])CN([N+](=O)[O-])C1. The rat oral LD50 is 1.66, given as -log10 of the dose in mol/kg body weight (higher means more acutely toxic).